From a dataset of Full USPTO retrosynthesis dataset with 1.9M reactions from patents (1976-2016). Predict the reactants needed to synthesize the given product. (1) Given the product [F:1][C:2]1[CH:18]=[CH:17][C:16]([F:19])=[CH:15][C:3]=1[CH2:4][CH:5]1[CH2:6][CH:7]([C:8]([O:10][CH3:11])=[O:9])[CH2:12][CH2:13][NH:14]1, predict the reactants needed to synthesize it. The reactants are: [F:1][C:2]1[CH:18]=[CH:17][C:16]([F:19])=[CH:15][C:3]=1[CH2:4][C:5]1[CH:6]=[C:7]([CH:12]=[CH:13][N:14]=1)[C:8]([O:10][CH3:11])=[O:9]. (2) The reactants are: [O:1]=[C:2]1[CH2:7][CH2:6][CH2:5][CH2:4][CH:3]1[C:8]([O:10]CC)=[O:9].[OH-].[Na+].Cl. Given the product [O:1]=[C:2]1[CH2:7][CH2:6][CH2:5][CH2:4][CH:3]1[C:8]([OH:10])=[O:9], predict the reactants needed to synthesize it. (3) Given the product [F:23][C:21]1[CH:20]=[CH:19][C:3]2[NH:4][C:5]3[S:9][C:8]4[CH:10]=[CH:11][CH:12]=[CH:13][C:7]=4[C:6]=3[C:14]([N:28]3[CH2:29][CH2:30][N:25]([CH3:24])[CH2:26][CH2:27]3)=[N:1][C:2]=2[CH:22]=1, predict the reactants needed to synthesize it. The reactants are: [NH2:1][C:2]1[CH:22]=[C:21]([F:23])[CH:20]=[CH:19][C:3]=1[NH:4][C:5]1[S:9][C:8]2[CH:10]=[CH:11][CH:12]=[CH:13][C:7]=2[C:6]=1[C:14](OCC)=O.[CH3:24][N:25]1[CH2:30][CH2:29][NH:28][CH2:27][CH2:26]1.C1(OC)C=CC=CC=1. (4) Given the product [CH2:33]([NH:35][S:2]([C:5]1[CH:10]=[CH:9][C:8]([NH:11][C:12]([N:20]2[CH2:19][CH2:18][C:17]3[C:22](=[C:23]([N:26]4[CH2:27][CH2:28][N:29]([CH3:32])[CH2:30][CH2:31]4)[CH:24]=[CH:25][C:16]=3[O:15][CH3:14])[CH2:21]2)=[O:13])=[CH:7][CH:6]=1)(=[O:4])=[O:3])[CH3:34], predict the reactants needed to synthesize it. The reactants are: Cl[S:2]([C:5]1[CH:10]=[CH:9][C:8]([N:11]=[C:12]=[O:13])=[CH:7][CH:6]=1)(=[O:4])=[O:3].[CH3:14][O:15][C:16]1[CH:25]=[CH:24][C:23]([N:26]2[CH2:31][CH2:30][N:29]([CH3:32])[CH2:28][CH2:27]2)=[C:22]2[C:17]=1[CH2:18][CH2:19][NH:20][CH2:21]2.[CH2:33]([NH2:35])[CH3:34]. (5) Given the product [Cl:27][C:12]1[C:13]([C:17]([NH:19][CH2:20][CH:21]2[CH2:22][CH2:23][CH2:24][CH2:25][CH2:26]2)=[O:18])=[C:14]2[C:9](=[CH:10][CH:11]=1)[N:8]=[C:7]([N:4]1[CH2:5][CH2:6][C@H:2]([NH:1][CH2:29][C:30]([O:32][CH2:33][CH3:34])=[O:31])[CH2:3]1)[CH:16]=[CH:15]2, predict the reactants needed to synthesize it. The reactants are: [NH2:1][C@H:2]1[CH2:6][CH2:5][N:4]([C:7]2[CH:16]=[CH:15][C:14]3[C:13]([C:17]([NH:19][CH2:20][CH:21]4[CH2:26][CH2:25][CH2:24][CH2:23][CH2:22]4)=[O:18])=[C:12]([Cl:27])[CH:11]=[CH:10][C:9]=3[N:8]=2)[CH2:3]1.Cl[CH2:29][C:30]([O:32][CH2:33][CH3:34])=[O:31].C(N(CC)CC)C. (6) Given the product [CH:1]12[CH2:7][CH:4]([CH2:5][CH2:6]1)[CH2:3][CH:2]2[CH2:8][CH:9]([N:13]1[CH2:17][C:16]([O:18][C:19]2[C:24]([F:25])=[CH:23][CH:22]=[CH:21][C:20]=2[F:26])=[CH:15][C:14]1=[O:27])[C:10]([NH:58][C:55]1[CH:56]=[CH:57][N:53]([CH2:52][C:51]([OH:50])([CH3:81])[CH3:28])[N:54]=1)=[O:12], predict the reactants needed to synthesize it. The reactants are: [CH:1]12[CH2:7][CH:4]([CH2:5][CH2:6]1)[CH2:3][CH:2]2[CH2:8][CH:9]([N:13]1[CH2:17][C:16]([O:18][C:19]2[C:24]([F:25])=[CH:23][CH:22]=[CH:21][C:20]=2[F:26])=[CH:15][C:14]1=[O:27])[C:10]([OH:12])=O.[CH3:28]N(C)CCCN=C=NCC.ON1C2C=CC=CC=2N=N1.Cl.[OH:50][C@@H:51]([CH2:81]O)[CH2:52][N:53]1[CH:57]=[CH:56][C:55]([NH:58]C(=O)[C@@H](N2CC(OC3C=CC=C(Cl)C=3Cl)=CC2=O)CC(C)C)=[N:54]1. (7) Given the product [O:50]=[S:47]1(=[O:51])[CH2:48][CH2:49][N:44]([CH2:43][CH2:42][NH:1][C@:2]23[CH2:37][CH2:36][C@@H:35]([C:38]([CH3:40])=[CH2:39])[C@@H:3]2[C@@H:4]2[C@@:17]([CH3:20])([CH2:18][CH2:19]3)[C@@:16]3([CH3:21])[C@@H:7]([C@:8]4([CH3:34])[C@@H:13]([CH2:14][CH2:15]3)[C:12]([CH3:22])([CH3:23])[C:11]([C:24]3[CH:25]=[CH:26][C:27]([C:28]([O:30][CH3:31])=[O:29])=[CH:32][CH:33]=3)=[CH:10][CH2:9]4)[CH2:6][CH2:5]2)[CH2:45][CH2:46]1, predict the reactants needed to synthesize it. The reactants are: [NH2:1][C@:2]12[CH2:37][CH2:36][C@@H:35]([C:38]([CH3:40])=[CH2:39])[C@@H:3]1[C@@H:4]1[C@@:17]([CH3:20])([CH2:18][CH2:19]2)[C@@:16]2([CH3:21])[C@@H:7]([C@:8]3([CH3:34])[C@@H:13]([CH2:14][CH2:15]2)[C:12]([CH3:23])([CH3:22])[C:11]([C:24]2[CH:33]=[CH:32][C:27]([C:28]([O:30][CH3:31])=[O:29])=[CH:26][CH:25]=2)=[CH:10][CH2:9]3)[CH2:6][CH2:5]1.Cl[CH2:42][CH2:43][N:44]1[CH2:49][CH2:48][S:47](=[O:51])(=[O:50])[CH2:46][CH2:45]1.P([O-])([O-])([O-])=O.[K+].[K+].[K+]. (8) Given the product [CH3:24][N:22]([CH3:23])[C:20]([C:11]1[CH:10]=[C:9]([OH:8])[C:17]2[N:16]=[C:15]([CH3:18])[N:14]([CH3:19])[C:13]=2[CH:12]=1)=[O:21], predict the reactants needed to synthesize it. The reactants are: C([O:8][C:9]1[C:17]2[N:16]=[C:15]([CH3:18])[N:14]([CH3:19])[C:13]=2[CH:12]=[C:11]([C:20]([N:22]([CH3:24])[CH3:23])=[O:21])[CH:10]=1)C1C=CC=CC=1.